This data is from Full USPTO retrosynthesis dataset with 1.9M reactions from patents (1976-2016). The task is: Predict the reactants needed to synthesize the given product. (1) Given the product [CH3:32][N:33]([CH3:39])[CH2:34][CH2:35][N:36]([CH:18]=[C:17]1[C:16]2[C:15]([CH3:30])([C:14]3[CH:5]([O:4][C:2](=[O:3])[CH3:1])[CH2:6][C:7]4([CH3:31])[CH:8]([C:13]=3[C:21](=[O:22])[C:20]=2[OH:19])[CH2:9][CH2:10][CH:11]4[OH:12])[CH:26]([CH2:27][O:28][CH3:29])[O:25][C:23]1=[O:24])[CH2:37][CH3:38], predict the reactants needed to synthesize it. The reactants are: [CH3:1][C:2]([O:4][C@H:5]1[C:14]2[C@@:15]3([CH3:30])[C@@H:26]([CH2:27][O:28][CH3:29])[O:25][C:23](=[O:24])[C:17]4=[CH:18][O:19][C:20]([C:21](=[O:22])[C:13]=2[C@@H:8]2[CH2:9][CH2:10][C@H:11]([OH:12])[C@@:7]2([CH3:31])[CH2:6]1)=[C:16]34)=[O:3].[CH3:32][N:33]([CH3:39])[CH2:34][CH2:35][NH:36][CH2:37][CH3:38]. (2) Given the product [F:35][C:2]([F:1])([F:34])[C:3]1[CH:4]=[C:5]([CH:27]=[C:28]([C:30]([F:33])([F:32])[F:31])[CH:29]=1)[C:6]([N:8]1[CH2:9][CH2:10][C:11]2([N:15]([C:16]3[CH:21]=[CH:20][CH:19]=[CH:18][C:17]=3[CH3:22])[CH:14]([CH3:23])[N:13]([CH2:37][CH:38]=[C:39]([CH3:41])[CH3:40])[C:12]2=[O:24])[CH2:25][CH2:26]1)=[O:7], predict the reactants needed to synthesize it. The reactants are: [F:1][C:2]([F:35])([F:34])[C:3]1[CH:4]=[C:5]([CH:27]=[C:28]([C:30]([F:33])([F:32])[F:31])[CH:29]=1)[C:6]([N:8]1[CH2:26][CH2:25][C:11]2([N:15]([C:16]3[CH:21]=[CH:20][CH:19]=[CH:18][C:17]=3[CH3:22])[CH:14]([CH3:23])[NH:13][C:12]2=[O:24])[CH2:10][CH2:9]1)=[O:7].Br[CH2:37][CH:38]=[C:39]([CH3:41])[CH3:40]. (3) The reactants are: [CH3:1][C:2]1([CH3:14])[C:6]([CH3:8])([CH3:7])[O:5][B:4]([C:9]2[CH:10]=[N:11][NH:12][CH:13]=2)[O:3]1.C(=O)([O-])[O-].[Cs+].[Cs+].Br[CH2:22][CH2:23][OH:24]. Given the product [CH3:1][C:2]1([CH3:14])[C:6]([CH3:7])([CH3:8])[O:5][B:4]([C:9]2[CH:13]=[N:12][N:11]([CH2:22][CH2:23][OH:24])[CH:10]=2)[O:3]1, predict the reactants needed to synthesize it. (4) Given the product [Br:1][C:2]1[CH:9]=[CH:8][C:5]([CH:6]2[NH:11][CH2:12][CH2:13][S:14]2)=[CH:4][CH:3]=1, predict the reactants needed to synthesize it. The reactants are: [Br:1][C:2]1[CH:9]=[CH:8][C:5]([CH:6]=O)=[CH:4][CH:3]=1.Cl.[NH2:11][CH2:12][CH2:13][SH:14]. (5) Given the product [Si:1]([O:8][CH2:9][C@H:10]1[O:14][C@@H:13]([N:15]2[C:24]3[N:23]=[CH:22][N:21]=[C:19]([NH:20][C:34]([C:41]4[CH:46]=[CH:45][CH:44]=[CH:43][CH:42]=4)([C:35]4[CH:40]=[CH:39][CH:38]=[CH:37][CH:36]=4)[C:33]4[CH:32]=[CH:31][C:30]([O:29][CH3:28])=[CH:49][CH:48]=4)[C:18]=3[N:17]=[CH:16]2)[C@H:12]([OH:25])[C@@H:11]1[O:26][CH3:27])([C:4]([CH3:6])([CH3:7])[CH3:5])([CH3:3])[CH3:2], predict the reactants needed to synthesize it. The reactants are: [Si:1]([O:8][CH2:9][C@H:10]1[O:14][C@@H:13]([N:15]2[C:24]3[N:23]=[CH:22][N:21]=[C:19]([NH2:20])[C:18]=3[N:17]=[CH:16]2)[C@H:12]([OH:25])[C@@H:11]1[O:26][CH3:27])([C:4]([CH3:7])([CH3:6])[CH3:5])([CH3:3])[CH3:2].[CH3:28][O:29][C:30]1[CH:49]=[CH:48][C:33]([C:34](Cl)([C:41]2[CH:46]=[CH:45][CH:44]=[CH:43][CH:42]=2)[C:35]2[CH:40]=[CH:39][CH:38]=[CH:37][CH:36]=2)=[CH:32][CH:31]=1.